Dataset: Peptide-MHC class I binding affinity with 185,985 pairs from IEDB/IMGT. Task: Regression. Given a peptide amino acid sequence and an MHC pseudo amino acid sequence, predict their binding affinity value. This is MHC class I binding data. (1) The peptide sequence is WPFKYAAAF. The MHC is Mamu-A2201 with pseudo-sequence Mamu-A2201. The binding affinity (normalized) is 0.942. (2) The peptide sequence is REVFYFGKF. The MHC is HLA-B40:01 with pseudo-sequence HLA-B40:01. The binding affinity (normalized) is 0.619. (3) The peptide sequence is DVDMDFDLNI. The MHC is HLA-A02:01 with pseudo-sequence HLA-A02:01. The binding affinity (normalized) is 0.221.